From a dataset of Human liver microsome stability data. Regression/Classification. Given a drug SMILES string, predict its absorption, distribution, metabolism, or excretion properties. Task type varies by dataset: regression for continuous measurements (e.g., permeability, clearance, half-life) or binary classification for categorical outcomes (e.g., BBB penetration, CYP inhibition). Dataset: hlm. (1) The drug is N#Cc1cnc(NCC(F)(F)c2ccccc2)c(=O)n1CC(=O)NCCONC(=N)N. The result is 0 (unstable in human liver microsomes). (2) The molecule is CN(c1ncnc2[nH]ccc12)C1CCCC1. The result is 1 (stable in human liver microsomes). (3) The drug is Clc1ccccc1CC(c1ccccc1)N1CCNCC1. The result is 0 (unstable in human liver microsomes).